The task is: Predict which catalyst facilitates the given reaction.. This data is from Catalyst prediction with 721,799 reactions and 888 catalyst types from USPTO. (1) Reactant: [NH2:1][CH2:2][C@H:3]([N:5]1[CH:9]=[CH:8][C:7]([C:10]2[CH:17]=[CH:16][C:13]([C:14]#[N:15])=[C:12]([C:18]([F:21])([F:20])[F:19])[CH:11]=2)=[N:6]1)[CH3:4].[C:22]([C:25]1[CH:29]=[C:28]([C:30](O)=[O:31])[NH:27][N:26]=1)(=[O:24])[CH3:23].C1C=CC2N(O)N=NC=2C=1.CCN(C(C)C)C(C)C.CCN=C=NCCCN(C)C. Product: [C:22]([C:25]1[CH:29]=[C:28]([C:30]([NH:1][CH2:2][C@H:3]([N:5]2[CH:9]=[CH:8][C:7]([C:10]3[CH:17]=[CH:16][C:13]([C:14]#[N:15])=[C:12]([C:18]([F:20])([F:21])[F:19])[CH:11]=3)=[N:6]2)[CH3:4])=[O:31])[NH:27][N:26]=1)(=[O:24])[CH3:23]. The catalyst class is: 2. (2) Reactant: [Cl:1][C:2]1[N:3]=[C:4]([NH:18][CH2:19][CH2:20][NH:21][CH3:22])[C:5]2[CH2:10][CH2:9][CH:8]([C:11]3[CH:16]=[CH:15][C:14]([F:17])=[CH:13][CH:12]=3)[C:6]=2[N:7]=1.Br[CH2:24][CH2:25][O:26][C:27]1[CH:32]=[C:31]([N+:33]([O-:35])=[O:34])[CH:30]=[CH:29][C:28]=1[N:36]1[CH:40]=[N:39][C:38]([CH3:41])=[N:37]1. Product: [Cl:1][C:2]1[N:3]=[C:4]([NH:18][CH2:19][CH2:20][N:21]([CH3:22])[CH2:24][CH2:25][O:26][C:27]2[CH:32]=[C:31]([N+:33]([O-:35])=[O:34])[CH:30]=[CH:29][C:28]=2[N:36]2[CH:40]=[N:39][C:38]([CH3:41])=[N:37]2)[C:5]2[CH2:10][CH2:9][CH:8]([C:11]3[CH:16]=[CH:15][C:14]([F:17])=[CH:13][CH:12]=3)[C:6]=2[N:7]=1. The catalyst class is: 3. (3) Reactant: [CH2:1]([N:3]1[CH:7]=[C:6]([C:8]2[CH:9]=[C:10]([CH:12]=[CH:13][CH:14]=2)[NH2:11])[C:5]([C:15]2[CH:20]=[CH:19][N:18]=[CH:17][CH:16]=2)=[N:4]1)[CH3:2].[C:21]([C:25]1[CH:30]=[CH:29][C:28]([N:31]=[C:32]=[O:33])=[CH:27][CH:26]=1)([CH3:24])([CH3:23])[CH3:22]. Product: [C:21]([C:25]1[CH:30]=[CH:29][C:28]([NH:31][C:32]([NH:11][C:10]2[CH:12]=[CH:13][CH:14]=[C:8]([C:6]3[C:5]([C:15]4[CH:16]=[CH:17][N:18]=[CH:19][CH:20]=4)=[N:4][N:3]([CH2:1][CH3:2])[CH:7]=3)[CH:9]=2)=[O:33])=[CH:27][CH:26]=1)([CH3:24])([CH3:22])[CH3:23]. The catalyst class is: 2. (4) Reactant: [Cl:1][C:2]1[CH:3]=[CH:4][C:5]([CH3:15])=[C:6]([C:8]2[NH:9][CH:10]=[CH:11][C:12]=2[C:13]#[N:14])[CH:7]=1.[C:16](Cl)(=[O:18])[CH3:17].[Cl-].[Cl-].[Cl-].[Al+3].Cl. Product: [C:16]([C:10]1[NH:9][C:8]([C:6]2[CH:7]=[C:2]([Cl:1])[CH:3]=[CH:4][C:5]=2[CH3:15])=[C:12]([C:13]#[N:14])[CH:11]=1)(=[O:18])[CH3:17]. The catalyst class is: 2.